Dataset: Full USPTO retrosynthesis dataset with 1.9M reactions from patents (1976-2016). Task: Predict the reactants needed to synthesize the given product. (1) Given the product [Br:20][C:17]1[CH:18]=[C:19]2[C:14]([C:13](=[O:21])[C:12](=[O:22])[N:11]2[CH:4]([CH2:5][CH:6]2[CH2:7][CH2:8][CH2:9][CH2:10]2)[C:3]([OH:23])=[O:2])=[CH:15][CH:16]=1, predict the reactants needed to synthesize it. The reactants are: C[O:2][C:3](=[O:23])[CH:4]([N:11]1[C:19]2[C:14](=[CH:15][CH:16]=[C:17]([Br:20])[CH:18]=2)[C:13](=[O:21])[C:12]1=[O:22])[CH2:5][CH:6]1[CH2:10][CH2:9][CH2:8][CH2:7]1.O.[OH-].[Li+]. (2) Given the product [F:16][C:13]1[CH:14]=[CH:15][C:10]([NH:29][CH3:30])=[CH:11][C:12]=1[C:17]#[C:18][CH2:19][N:22]1[CH2:27][CH2:26][O:25][CH2:24][CH2:23]1, predict the reactants needed to synthesize it. The reactants are: C(OC(NC[C:10]1[CH:15]=[CH:14][C:13]([F:16])=[C:12]([C:17]#[C:18][CH2:19]O)[CH:11]=1)=O)(C)(C)C.C[N+:22]1([O-])[CH2:27][CH2:26][O:25][CH2:24][CH2:23]1.[NH:29]1CCOC[CH2:30]1.[BH-](OC(C)=O)(OC(C)=O)OC(C)=O.[Na+].C(O)(C(F)(F)F)=O. (3) Given the product [Br:1][C:2]1[C:3]([NH2:11])=[N:4][C:5]([Cl:8])=[N:6][CH:7]=1, predict the reactants needed to synthesize it. The reactants are: [Br:1][C:2]1[C:3](Cl)=[N:4][C:5]([Cl:8])=[N:6][CH:7]=1.[OH-].[NH4+:11].C1COCC1. (4) Given the product [NH2:1][C:2]1[C:10]([CH3:11])=[CH:9][C:8]([I:17])=[CH:7][C:3]=1[C:4]([OH:6])=[O:5], predict the reactants needed to synthesize it. The reactants are: [NH2:1][C:2]1[C:10]([CH3:11])=[CH:9][CH:8]=[CH:7][C:3]=1[C:4]([OH:6])=[O:5].CN(C)C=O.[I:17]N1C(=O)CCC1=O. (5) Given the product [CH3:23][C:24]1([CH3:40])[C:28]([CH3:30])([CH3:29])[O:27][B:26]([C:2]2[CH:3]=[C:4]([NH:12][C:13]3[N:18]=[C:17]([C:19]([F:22])([F:21])[F:20])[CH:16]=[CH:15][N:14]=3)[CH:5]=[C:6]([C:8]([F:11])([F:10])[F:9])[CH:7]=2)[O:25]1, predict the reactants needed to synthesize it. The reactants are: Br[C:2]1[CH:3]=[C:4]([NH:12][C:13]2[N:18]=[C:17]([C:19]([F:22])([F:21])[F:20])[CH:16]=[CH:15][N:14]=2)[CH:5]=[C:6]([C:8]([F:11])([F:10])[F:9])[CH:7]=1.[CH3:23][C:24]1([CH3:40])[C:28]([CH3:30])([CH3:29])[O:27][B:26]([B:26]2[O:27][C:28]([CH3:30])([CH3:29])[C:24]([CH3:40])([CH3:23])[O:25]2)[O:25]1.C([O-])(=O)C.[K+]. (6) Given the product [CH2:36]([O:35][C:33](=[O:34])[NH:1][C@H:2]1[CH2:7][CH2:6][C@H:5]([NH:8][C:9]([C:11]2[C:15]3[N:16]=[CH:17][N:18]=[C:19]([C:20]4[CH:25]=[C:24]([CH3:26])[CH:23]=[CH:22][C:21]=4[O:27][CH2:28][CH:29]4[CH2:30][CH2:31]4)[C:14]=3[NH:13][CH:12]=2)=[O:10])[CH2:4][CH2:3]1)[CH3:37], predict the reactants needed to synthesize it. The reactants are: [NH2:1][C@H:2]1[CH2:7][CH2:6][C@H:5]([NH:8][C:9]([C:11]2[C:15]3[N:16]=[CH:17][N:18]=[C:19]([C:20]4[CH:25]=[C:24]([CH3:26])[CH:23]=[CH:22][C:21]=4[O:27][CH2:28][CH:29]4[CH2:31][CH2:30]4)[C:14]=3[NH:13][CH:12]=2)=[O:10])[CH2:4][CH2:3]1.Cl[C:33]([O:35][CH2:36][CH3:37])=[O:34].